This data is from Full USPTO retrosynthesis dataset with 1.9M reactions from patents (1976-2016). The task is: Predict the reactants needed to synthesize the given product. (1) Given the product [Br:1][C:2]1[CH:3]=[C:4]([CH:18]=[CH:19][C:20]=1[O:21][Si:22]([CH:23]([CH3:24])[CH3:25])([CH:29]([CH3:31])[CH3:30])[CH:26]([CH3:28])[CH3:27])[CH2:5][N:6]1[C:14]2[C:9](=[C:10]([NH:16][C:42](=[O:43])[CH2:49][C:48]([O:51][CH2:52][CH3:53])=[O:50])[CH:11]=[CH:12][C:13]=2[CH3:15])[CH:8]=[C:7]1[CH3:17], predict the reactants needed to synthesize it. The reactants are: [Br:1][C:2]1[CH:3]=[C:4]([CH:18]=[CH:19][C:20]=1[O:21][Si:22]([CH:29]([CH3:31])[CH3:30])([CH:26]([CH3:28])[CH3:27])[CH:23]([CH3:25])[CH3:24])[CH2:5][N:6]1[C:14]2[C:9](=[C:10]([NH2:16])[CH:11]=[CH:12][C:13]=2[CH3:15])[CH:8]=[C:7]1[CH3:17].C(N(CC)CC)C.C(C(C(Cl)=O)[C:42](Cl)=[O:43])C.[C:48]([O:51][CH2:52][CH3:53])(=[O:50])[CH3:49]. (2) The reactants are: [N:1]1[N:2]([C:10]2[N:31]=[CH:30][CH:29]=[CH:28][C:11]=2[C:12]([NH:14][CH:15]([CH2:21][C:22]2[CH:27]=[CH:26][CH:25]=[CH:24][CH:23]=2)[CH:16]([OH:20])[C:17](O)=[O:18])=[O:13])[CH:3]=[C:4]2[C:9]=1[CH:8]=[CH:7][CH:6]=[CH:5]2.[CH2:32]([NH2:34])[CH3:33]. Given the product [CH2:32]([NH:34][C:17](=[O:18])[CH:16]([OH:20])[CH:15]([NH:14][C:12](=[O:13])[C:11]1[CH:28]=[CH:29][CH:30]=[N:31][C:10]=1[N:2]1[CH:3]=[C:4]2[C:9]([CH:8]=[CH:7][CH:6]=[CH:5]2)=[N:1]1)[CH2:21][C:22]1[CH:23]=[CH:24][CH:25]=[CH:26][CH:27]=1)[CH3:33], predict the reactants needed to synthesize it.